Regression. Given two drug SMILES strings and cell line genomic features, predict the synergy score measuring deviation from expected non-interaction effect. From a dataset of NCI-60 drug combinations with 297,098 pairs across 59 cell lines. Drug 1: CN(C)N=NC1=C(NC=N1)C(=O)N. Drug 2: CC1CCC2CC(C(=CC=CC=CC(CC(C(=O)C(C(C(=CC(C(=O)CC(OC(=O)C3CCCCN3C(=O)C(=O)C1(O2)O)C(C)CC4CCC(C(C4)OC)OCCO)C)C)O)OC)C)C)C)OC. Cell line: HOP-62. Synergy scores: CSS=4.82, Synergy_ZIP=-4.91, Synergy_Bliss=-6.32, Synergy_Loewe=-21.2, Synergy_HSA=-9.20.